From a dataset of Peptide-MHC class II binding affinity with 134,281 pairs from IEDB. Regression. Given a peptide amino acid sequence and an MHC pseudo amino acid sequence, predict their binding affinity value. This is MHC class II binding data. (1) The peptide sequence is ASMVIFDRSFTITIA. The MHC is HLA-DPA10103-DPB10401 with pseudo-sequence HLA-DPA10103-DPB10401. The binding affinity (normalized) is 0.513. (2) The peptide sequence is AVLVATNFFGINTIP. The MHC is HLA-DQA10301-DQB10302 with pseudo-sequence HLA-DQA10301-DQB10302. The binding affinity (normalized) is 0.216. (3) The peptide sequence is IPTAFKIGKTYTPEE. The MHC is HLA-DQA10104-DQB10503 with pseudo-sequence HLA-DQA10104-DQB10503. The binding affinity (normalized) is 0.497. (4) The peptide sequence is LTQPLQQVTSLFSQV. The MHC is DRB1_0802 with pseudo-sequence DRB1_0802. The binding affinity (normalized) is 0.